From a dataset of Catalyst prediction with 721,799 reactions and 888 catalyst types from USPTO. Predict which catalyst facilitates the given reaction. (1) Reactant: F[C:2](F)(F)[C:3](O)=O.C([N:10]([C:13]([CH2:20][C:21]1[CH:26]=[CH:25][CH:24]=[CH:23][CH:22]=1)([C:17]([OH:19])=[O:18])[C:14]([OH:16])=[O:15])CC)C.[CH:27](N(C(C)C)CC)(C)[CH3:28].[C:36]1([C@H:42]([N:44]=[C:45]=[O:46])[CH3:43])[CH:41]=[CH:40][CH:39]=[CH:38][CH:37]=1. Product: [CH2:27]([O:16][C:14](=[O:15])[C:13]([CH2:20][C:21]1[CH:22]=[CH:23][CH:24]=[CH:25][CH:26]=1)([NH:10][C:45](=[O:46])[NH:44][C@@H:42]([C:36]1[CH:41]=[CH:40][CH:39]=[CH:38][CH:37]=1)[CH3:43])[C:17]([O:19][CH2:2][CH3:3])=[O:18])[CH3:28]. The catalyst class is: 6. (2) Reactant: C[N:2]1CCOCC1.[C:8]1([C:14]2[NH:18][N:17]=[C:16]([C:19]([NH:21][CH2:22][C:23]([N:25]3[CH2:30][CH2:29][CH:28]([O:31][C:32]4[CH:40]=[CH:39][CH:38]=[CH:37][C:33]=4[C:34]([OH:36])=O)[CH2:27][CH2:26]3)=[O:24])=[O:20])[CH:15]=2)[CH:13]=[CH:12][CH:11]=[CH:10][CH:9]=1.ClC(OCC(C)C)=O. Product: [C:34]([C:33]1[CH:37]=[CH:38][CH:39]=[CH:40][C:32]=1[O:31][CH:28]1[CH2:27][CH2:26][N:25]([C:23](=[O:24])[CH2:22][NH:21][C:19]([C:16]2[CH:15]=[C:14]([C:8]3[CH:13]=[CH:12][CH:11]=[CH:10][CH:9]=3)[NH:18][N:17]=2)=[O:20])[CH2:30][CH2:29]1)(=[O:36])[NH2:2]. The catalyst class is: 1. (3) Reactant: C([O:8][C:9]1[C:10]([C:26]([O:28][CH3:29])=[O:27])=[CH:11][C:12]([CH:23]2[CH2:25][CH2:24]2)=[C:13]([C:15]2[CH:20]=[CH:19][C:18]([F:21])=[CH:17][C:16]=2[F:22])[CH:14]=1)C1C=CC=CC=1.[H][H]. The catalyst class is: 354. Product: [CH:23]1([C:12]2[CH:11]=[C:10]([C:26]([O:28][CH3:29])=[O:27])[C:9]([OH:8])=[CH:14][C:13]=2[C:15]2[CH:20]=[CH:19][C:18]([F:21])=[CH:17][C:16]=2[F:22])[CH2:25][CH2:24]1. (4) Reactant: [NH2:1][C:2]1[CH:3]=[CH:4][CH:5]=[C:6]2[C:10]=1[NH:9][C:8](=[O:11])[CH2:7]2.[S:12]1[CH:16]=[CH:15][CH:14]=[C:13]1[S:17](Cl)(=[O:19])=[O:18]. Product: [O:11]=[C:8]1[CH2:7][C:6]2[C:10](=[C:2]([NH:1][S:17]([C:13]3[S:12][CH:16]=[CH:15][CH:14]=3)(=[O:19])=[O:18])[CH:3]=[CH:4][CH:5]=2)[NH:9]1. The catalyst class is: 17. (5) Reactant: Cl[C:2]1[N:7]=[C:6]([NH:8][C:9]([C:11]2([C:14]3[CH:24]=[CH:23][C:17]4[O:18][C:19]([F:22])([F:21])[O:20][C:16]=4[CH:15]=3)[CH2:13][CH2:12]2)=[O:10])[CH:5]=[CH:4][C:3]=1[CH3:25].CC1(C)C(C)(C)OB([C:34]2[CH:35]=[C:36]([C:40]3([C:43]([O:45][CH3:46])=[O:44])[CH2:42][CH2:41]3)[CH:37]=[CH:38][CH:39]=2)O1.C(=O)([O-])[O-].[Na+].[Na+]. Product: [F:21][C:19]1([F:22])[O:18][C:17]2[CH:23]=[CH:24][C:14]([C:11]3([C:9]([NH:8][C:6]4[N:7]=[C:2]([C:38]5[CH:37]=[C:36]([C:40]6([C:43]([O:45][CH3:46])=[O:44])[CH2:42][CH2:41]6)[CH:35]=[CH:34][CH:39]=5)[C:3]([CH3:25])=[CH:4][CH:5]=4)=[O:10])[CH2:13][CH2:12]3)=[CH:15][C:16]=2[O:20]1. The catalyst class is: 104.